Dataset: Full USPTO retrosynthesis dataset with 1.9M reactions from patents (1976-2016). Task: Predict the reactants needed to synthesize the given product. (1) Given the product [C:1]([CH:3]1[CH2:8][CH2:7][CH2:6][N:5]([S:19]([CH:17]([CH3:18])[CH3:16])(=[O:21])=[O:20])[CH2:4]1)#[CH:2], predict the reactants needed to synthesize it. The reactants are: [C:1]([CH:3]1[CH2:8][CH2:7][CH2:6][NH:5][CH2:4]1)#[CH:2].C(N(CC)CC)C.[CH3:16][CH:17]([S:19](Cl)(=[O:21])=[O:20])[CH3:18]. (2) The reactants are: [Cl:1][C:2]1[CH:7]=[CH:6][CH:5]=[C:4]([Cl:8])[C:3]=1[N:9]1[C:17]2[C:12](=[CH:13][CH:14]=[CH:15][CH:16]=2)[CH2:11][C:10]1=[O:18].[OH-:19].[Na+].Cl. Given the product [Cl:1][C:2]1[CH:7]=[CH:6][CH:5]=[C:4]([Cl:8])[C:3]=1[NH:9][C:17]1[CH:16]=[CH:15][CH:14]=[CH:13][C:12]=1[CH2:11][C:10]([OH:18])=[O:19], predict the reactants needed to synthesize it. (3) Given the product [F:11][C:10]([F:12])([F:13])[CH2:9][N:8]([CH2:14][C:15]([F:16])([F:18])[F:17])[C:6]([C:5]1[CH:19]=[CH:20][C:2]([NH:24][CH2:25][C@@H:26]2[CH2:31][CH2:30][CH2:29][CH2:28][N:27]2[C:32]([O:34][C:35]([CH3:38])([CH3:37])[CH3:36])=[O:33])=[C:3]([N+:21]([O-:23])=[O:22])[CH:4]=1)=[O:7], predict the reactants needed to synthesize it. The reactants are: F[C:2]1[CH:20]=[CH:19][C:5]([C:6]([N:8]([CH2:14][C:15]([F:18])([F:17])[F:16])[CH2:9][C:10]([F:13])([F:12])[F:11])=[O:7])=[CH:4][C:3]=1[N+:21]([O-:23])=[O:22].[NH2:24][CH2:25][C@@H:26]1[CH2:31][CH2:30][CH2:29][CH2:28][N:27]1[C:32]([O:34][C:35]([CH3:38])([CH3:37])[CH3:36])=[O:33]. (4) Given the product [Cl:13][C:8]1[CH:9]=[CH:10][CH:11]=[CH:12][C:7]=1[C:6]([NH:5][CH2:4][C:3]([OH:15])=[O:2])=[O:14], predict the reactants needed to synthesize it. The reactants are: C[O:2][C:3](=[O:15])[CH2:4][NH:5][C:6](=[O:14])[C:7]1[CH:12]=[CH:11][CH:10]=[CH:9][C:8]=1[Cl:13].O.[OH-].[Li+]. (5) Given the product [C:3]([CH2:5][O:6][C:7]1[CH:8]=[C:9]([CH:13]=[CH:14][C:15]([C:17]2[C:18](=[O:25])[NH:19][C:20]([CH3:24])=[CH:21][C:22]=2[CH3:23])=[O:16])[CH:10]=[CH:11][CH:12]=1)([OH:4])=[O:2], predict the reactants needed to synthesize it. The reactants are: C[O:2][C:3]([CH2:5][O:6][C:7]1[CH:8]=[C:9]([CH:13]=[CH:14][C:15]([C:17]2[C:18](=[O:25])[NH:19][C:20]([CH3:24])=[CH:21][C:22]=2[CH3:23])=[O:16])[CH:10]=[CH:11][CH:12]=1)=[O:4].[OH-].[Na+].Cl. (6) Given the product [Cl:24][C:25]1[CH:30]=[C:29]([Cl:31])[CH:28]=[CH:27][C:26]=1[CH2:32][NH:33][C:34]([N:2]1[CH2:7][CH2:6][CH2:5][CH:4]([O:8][C:9]2[N:10]=[CH:11][CH:12]=[CH:13][N:14]=2)[CH2:3]1)=[O:35], predict the reactants needed to synthesize it. The reactants are: Cl.[NH:2]1[CH2:7][CH2:6][CH2:5][CH:4]([O:8][C:9]2[N:14]=[CH:13][CH:12]=[CH:11][N:10]=2)[CH2:3]1.C(N(C(C)C)CC)(C)C.[Cl:24][C:25]1[CH:30]=[C:29]([Cl:31])[CH:28]=[CH:27][C:26]=1[CH2:32][N:33]=[C:34]=[O:35].